Dataset: Forward reaction prediction with 1.9M reactions from USPTO patents (1976-2016). Task: Predict the product of the given reaction. (1) Given the reactants [NH2:1][CH:2]([CH2:5][CH3:6])[CH2:3][OH:4].[Cl:7][CH2:8][C:9](Cl)=[O:10], predict the reaction product. The product is: [Cl:7][CH2:8][C:9]([NH:1][CH:2]([CH2:5][CH3:6])[CH2:3][OH:4])=[O:10]. (2) Given the reactants FC(F)(F)C(O)=O.[Cl-].[In+3].[Cl-].[Cl-].O[C:13]([CH:25]1[CH2:27][CH:26]1[C:28]#[N:29])([C:15]1[CH:20]=[CH:19][C:18]([C:21]([F:24])([F:23])[F:22])=[CH:17][CH:16]=1)[CH3:14].[CH3:30][S:31][CH2:32][C:33]1[CH:34]=[CH:35][CH:36]=[C:37]2[C:41]=1[NH:40][CH:39]=[CH:38]2, predict the reaction product. The product is: [CH3:30][S:31][CH2:32][C:33]1[CH:34]=[CH:35][CH:36]=[C:37]2[C:41]=1[NH:40][CH:39]=[C:38]2[C:13]([CH:25]1[CH2:27][CH:26]1[C:28]#[N:29])([C:15]1[CH:16]=[CH:17][C:18]([C:21]([F:22])([F:23])[F:24])=[CH:19][CH:20]=1)[CH3:14]. (3) Given the reactants [C:1]([O:5][C:6]([NH:8][C@@H:9]([CH3:40])[C@@H:10]([C:34]1[CH:39]=[CH:38][CH:37]=[CH:36][CH:35]=1)[O:11][C:12]1[CH:13]=[C:14]2[C:18](=[CH:19][CH:20]=1)[N:17]([C:21]1[CH:22]=[C:23]([CH:31]=[CH:32][CH:33]=1)[C:24]([O:26]CC(C)C)=[O:25])[N:16]=[CH:15]2)=[O:7])([CH3:4])([CH3:3])[CH3:2].[OH-].[Na+], predict the reaction product. The product is: [C:1]([O:5][C:6]([NH:8][C@@H:9]([CH3:40])[C@H:10]([O:11][C:12]1[CH:13]=[C:14]2[C:18](=[CH:19][CH:20]=1)[N:17]([C:21]1[CH:22]=[C:23]([CH:31]=[CH:32][CH:33]=1)[C:24]([OH:26])=[O:25])[N:16]=[CH:15]2)[C:34]1[CH:35]=[CH:36][CH:37]=[CH:38][CH:39]=1)=[O:7])([CH3:4])([CH3:2])[CH3:3]. (4) The product is: [Br:1][C:2]1[N:3]2[CH:9]=[N:8][C:7]([N+:16]([O-:17])=[O:15])=[C:4]2[S:5][CH:6]=1. Given the reactants [Br:1][C:2]1[N:3]2[CH:9]=[N:8][CH:7]=[C:4]2[S:5][CH:6]=1.F[B-](F)(F)F.[O:15]=[N+:16]=[O:17], predict the reaction product. (5) Given the reactants [CH3:1][O:2][C:3]1[CH:4]=[C:5]([CH:7]=[CH:8][C:9]=1[C:10]1[O:14][CH:13]=[N:12][CH:11]=1)[NH2:6].[CH:15](=O)/[CH:16]=[CH:17]/[C:18]1[CH:23]=[CH:22][CH:21]=[CH:20][CH:19]=1, predict the reaction product. The product is: [C:18]1([CH:17]=[CH:16][CH:15]=[N:6][C:5]2[CH:7]=[CH:8][C:9]([C:10]3[O:14][CH:13]=[N:12][CH:11]=3)=[C:3]([O:2][CH3:1])[CH:4]=2)[CH:23]=[CH:22][CH:21]=[CH:20][CH:19]=1. (6) The product is: [NH2:10][C:4]1[C:3]([CH2:2][NH:1][C:23](=[O:24])[O:22][C:19]([CH3:21])([CH3:20])[CH3:18])=[CH:8][N:7]=[C:6]([CH3:9])[N:5]=1. Given the reactants [NH2:1][CH2:2][C:3]1[C:4]([NH2:10])=[N:5][C:6]([CH3:9])=[N:7][CH:8]=1.C(N(CC)CC)C.[CH3:18][C:19]([O:22][C:23](O[C:23]([O:22][C:19]([CH3:21])([CH3:20])[CH3:18])=[O:24])=[O:24])([CH3:21])[CH3:20], predict the reaction product. (7) Given the reactants [CH:1]1([CH2:7][CH2:8][CH2:9][C@@H:10]([C:19]2[O:23][N:22]=[C:21]([CH2:24][N:25]([CH3:30])[S:26]([CH3:29])(=[O:28])=[O:27])[N:20]=2)[CH2:11][C:12]([O:14]C(C)(C)C)=[O:13])[CH2:6][CH2:5][CH2:4][CH2:3][CH2:2]1, predict the reaction product. The product is: [CH:1]1([CH2:7][CH2:8][CH2:9][C@@H:10]([C:19]2[O:23][N:22]=[C:21]([CH2:24][N:25]([CH3:30])[S:26]([CH3:29])(=[O:28])=[O:27])[N:20]=2)[CH2:11][C:12]([OH:14])=[O:13])[CH2:6][CH2:5][CH2:4][CH2:3][CH2:2]1.